This data is from Catalyst prediction with 721,799 reactions and 888 catalyst types from USPTO. The task is: Predict which catalyst facilitates the given reaction. (1) Reactant: [CH:1]1([NH:5][C:6](=[O:27])[C:7]2[CH:12]=[C:11]([O:13][C:14]3[C:19]([CH3:20])=[CH:18][C:17]([N+:21]([O-:23])=[O:22])=[CH:16][C:15]=3[CH3:24])[CH:10]=[CH:9][C:8]=2[O:25][CH3:26])[CH2:4][CH2:3][CH2:2]1.[H-].[Na+].I[CH3:31].O. Product: [CH:1]1([N:5]([CH3:31])[C:6](=[O:27])[C:7]2[CH:12]=[C:11]([O:13][C:14]3[C:19]([CH3:20])=[CH:18][C:17]([N+:21]([O-:23])=[O:22])=[CH:16][C:15]=3[CH3:24])[CH:10]=[CH:9][C:8]=2[O:25][CH3:26])[CH2:4][CH2:3][CH2:2]1. The catalyst class is: 9. (2) Reactant: [F:1][C:2]1[CH:3]=[C:4]([C:17]2([C:20]#[N:21])[CH2:19][CH2:18]2)[CH:5]=[CH:6][C:7]=1B1OC(C)(C)C(C)(C)O1.Br[C:23]1[CH:28]=[CH:27][C:26]([C:29]2[CH:34]=[CH:33][CH:32]=[CH:31][CH:30]=2)=[CH:25][CH:24]=1.C([O-])([O-])=O.[Na+].[Na+]. Product: [F:1][C:2]1[CH:3]=[C:4]([C:17]2([C:20]#[N:21])[CH2:18][CH2:19]2)[CH:5]=[CH:6][C:7]=1[C:32]1[CH:33]=[CH:34][C:29]([C:26]2[CH:27]=[CH:28][CH:23]=[CH:24][CH:25]=2)=[CH:30][CH:31]=1. The catalyst class is: 18. (3) Reactant: [Cl:1][C:2]1[CH:3]=[C:4]([C:9]2([CH:13]([O:21][CH3:22])[CH2:14][N:15]3[CH2:20][CH2:19][CH2:18][CH2:17][CH2:16]3)[CH2:12][CH2:11][CH2:10]2)[CH:5]=[CH:6][C:7]=1[Cl:8].Cl. Product: [Cl-:1].[Cl:1][C:2]1[CH:3]=[C:4]([C:9]2([CH:13]([O:21][CH3:22])[CH2:14][NH+:15]3[CH2:16][CH2:17][CH2:18][CH2:19][CH2:20]3)[CH2:10][CH2:11][CH2:12]2)[CH:5]=[CH:6][C:7]=1[Cl:8]. The catalyst class is: 12. (4) Reactant: [Br:1][C:2]1[CH:3]=[C:4]([NH:8][C:9]([C:11]2[S:12][C:13]([S:19][C:20]3[CH:25]=[CH:24][C:23]([NH2:26])=[CH:22][CH:21]=3)=[C:14]([N+:16]([O-])=O)[CH:15]=2)=[O:10])[CH:5]=[CH:6][CH:7]=1.N1C=CC=CC=1.Cl[C:34]([O:36][CH2:37][C:38]([Cl:41])([Cl:40])[Cl:39])=[O:35]. Product: [Cl:39][C:38]([Cl:41])([Cl:40])[CH2:37][O:36][C:34](=[O:35])[NH:26][C:23]1[CH:24]=[CH:25][C:20]([S:19][C:13]2[S:12][C:11]([C:9](=[O:10])[NH:8][C:4]3[CH:5]=[CH:6][CH:7]=[C:2]([Br:1])[CH:3]=3)=[CH:15][C:14]=2[NH2:16])=[CH:21][CH:22]=1. The catalyst class is: 4. (5) Reactant: [Cl:1][C:2]1[N:7]=[C:6](Cl)[C:5]([N+:9]([O-:11])=[O:10])=[CH:4][N:3]=1.[NH2:12][C:13]1[CH:18]=[CH:17][CH:16]=[CH:15][C:14]=1[C:19]([C:21]1[CH:26]=[CH:25][CH:24]=[CH:23][CH:22]=1)=[O:20].C(N(CC)C(C)C)(C)C. Product: [Cl:1][C:2]1[N:7]=[C:6]([NH:12][C:13]2[CH:18]=[CH:17][CH:16]=[CH:15][C:14]=2[C:19]([C:21]2[CH:22]=[CH:23][CH:24]=[CH:25][CH:26]=2)=[O:20])[C:5]([N+:9]([O-:11])=[O:10])=[CH:4][N:3]=1. The catalyst class is: 1. (6) Reactant: FC(F)(F)C(O)=O.[N:8]1([C:14]2[N:19]3[N:20]=[C:21]([C:23]4[CH:28]=[CH:27][CH:26]=[CH:25][CH:24]=4)[CH:22]=[C:18]3[N:17]=[C:16]([NH:29][NH2:30])[CH:15]=2)[CH2:13][CH2:12][O:11][CH2:10][CH2:9]1.[Cl:31][C:32]1[CH:39]=[CH:38][CH:37]=[CH:36][C:33]=1[CH:34]=O. Product: [Cl:31][C:32]1[CH:39]=[CH:38][CH:37]=[CH:36][C:33]=1[CH:34]=[N:30][NH:29][C:16]1[CH:15]=[C:14]([N:8]2[CH2:13][CH2:12][O:11][CH2:10][CH2:9]2)[N:19]2[N:20]=[C:21]([C:23]3[CH:28]=[CH:27][CH:26]=[CH:25][CH:24]=3)[CH:22]=[C:18]2[N:17]=1. The catalyst class is: 8.